This data is from Reaction yield outcomes from USPTO patents with 853,638 reactions. The task is: Predict the reaction yield, written as a fraction of the theoretical maximum amount of product (1.0 means a 100% yield; for example, 0.34 means a 34% yield). (1) The reactants are [Cl:1][C:2]1[CH:7]=[C:6](Cl)[C:5]([N+:9]([O-:11])=[O:10])=[CH:4][N:3]=1.C(N(CC)CC)C.[CH3:19][C:20]([Si:23]([CH3:33])([CH3:32])[O:24][C:25]1[CH:31]=[CH:30][C:28]([NH2:29])=[CH:27][CH:26]=1)([CH3:22])[CH3:21].O. The catalyst is C1COCC1. The product is [Cl:1][C:2]1[CH:7]=[C:6]([NH:29][C:28]2[CH:27]=[CH:26][C:25]([O:24][Si:23]([C:20]([CH3:22])([CH3:21])[CH3:19])([CH3:32])[CH3:33])=[CH:31][CH:30]=2)[C:5]([N+:9]([O-:11])=[O:10])=[CH:4][N:3]=1. The yield is 0.950. (2) The reactants are [Cl:1][C:2]1[CH:8]=[CH:7][C:5]([NH2:6])=[CH:4][CH:3]=1.B(Cl)(Cl)Cl.[C:13]([C:15]1[CH:20]=[CH:19][N:18]=[CH:17][CH:16]=1)#N.[Al+3].[Cl-].[Cl-].[Cl-].Cl.[OH-:26].[Na+]. The catalyst is C(Cl)Cl.O. The product is [NH2:6][C:5]1[CH:7]=[CH:8][C:2]([Cl:1])=[CH:3][C:4]=1[C:13]([C:15]1[CH:20]=[CH:19][N:18]=[CH:17][CH:16]=1)=[O:26]. The yield is 0.750. (3) The reactants are [CH3:1][CH:2]([CH3:36])[CH2:3][CH:4]([C:21]1[CH:26]=[CH:25][C:24]([N:27]2[CH:31]=[C:30]([C:32]([F:35])([F:34])[F:33])[N:29]=[CH:28]2)=[CH:23][CH:22]=1)[O:5][C:6]1[CH:20]=[CH:19][C:9]([C:10]([NH:12][CH2:13][CH2:14][C:15]([O:17]C)=[O:16])=[O:11])=[CH:8][CH:7]=1.[OH-].[Li+]. The catalyst is CO. The product is [CH3:1][CH:2]([CH3:36])[CH2:3][CH:4]([C:21]1[CH:26]=[CH:25][C:24]([N:27]2[CH:31]=[C:30]([C:32]([F:34])([F:33])[F:35])[N:29]=[CH:28]2)=[CH:23][CH:22]=1)[O:5][C:6]1[CH:7]=[CH:8][C:9]([C:10]([NH:12][CH2:13][CH2:14][C:15]([OH:17])=[O:16])=[O:11])=[CH:19][CH:20]=1. The yield is 0.780. (4) The reactants are [C:1]([O:5][C:6]([C:8]1[CH:9]=[C:10]([CH:39]=[CH:40][CH:41]=1)[CH2:11][N:12]1[C:16](=[O:17])[C:15]2([CH2:22][CH2:21][N:20](C(OCC3C=CC=CC=3)=O)[CH2:19][CH2:18]2)[N:14]([C:33]2[CH:38]=[CH:37][CH:36]=[CH:35][CH:34]=2)[CH2:13]1)=[O:7])([CH3:4])([CH3:3])[CH3:2].[H][H]. The catalyst is C(OCC)(=O)C.C(O)C.[Pd]. The product is [O:17]=[C:16]1[C:15]2([CH2:22][CH2:21][NH:20][CH2:19][CH2:18]2)[N:14]([C:33]2[CH:34]=[CH:35][CH:36]=[CH:37][CH:38]=2)[CH2:13][N:12]1[CH2:11][C:10]1[CH:9]=[C:8]([CH:41]=[CH:40][CH:39]=1)[C:6]([O:5][C:1]([CH3:4])([CH3:2])[CH3:3])=[O:7]. The yield is 0.970. (5) The reactants are [CH2:1]([NH:8][CH3:9])[C:2]1[CH:7]=[CH:6][CH:5]=[CH:4][CH:3]=1.C(O)(=O)C.C(O[BH-](OC(=O)C)OC(=O)C)(=O)C.[Na+].O=[C:29]1[CH2:34][CH2:33][N:32]([C:35]([O:37][C:38]([CH3:41])([CH3:40])[CH3:39])=[O:36])[CH2:31][CH2:30]1.C(=O)([O-])O.[Na+]. The catalyst is ClCCl. The product is [CH2:1]([N:8]([CH:29]1[CH2:34][CH2:33][N:32]([C:35]([O:37][C:38]([CH3:41])([CH3:40])[CH3:39])=[O:36])[CH2:31][CH2:30]1)[CH3:9])[C:2]1[CH:7]=[CH:6][CH:5]=[CH:4][CH:3]=1. The yield is 0.980. (6) The reactants are [CH3:1][N:2]([CH3:25])[C:3]1[CH:8]=[CH:7][C:6]([C:9]2[C:14]([N:15]3[CH2:21][CH2:20][C:19](=[O:22])[NH:18][CH2:17][CH2:16]3)=[CH:13][CH:12]=[C:11]([O:23][CH3:24])[N:10]=2)=[CH:5][CH:4]=1.I[C:27]1[CH:32]=[CH:31][C:30]([O:33][CH3:34])=[CH:29][CH:28]=1.C(=O)([O-])[O-].[K+].[K+].CNCCNC. The catalyst is [Cu](I)I.O.C1(C)C=CC=CC=1. The product is [CH3:1][N:2]([CH3:25])[C:3]1[CH:8]=[CH:7][C:6]([C:9]2[C:14]([N:15]3[CH2:21][CH2:20][C:19](=[O:22])[N:18]([C:27]4[CH:32]=[CH:31][C:30]([O:33][CH3:34])=[CH:29][CH:28]=4)[CH2:17][CH2:16]3)=[CH:13][CH:12]=[C:11]([O:23][CH3:24])[N:10]=2)=[CH:5][CH:4]=1. The yield is 0.0600. (7) The reactants are [NH2:1][C:2]1[C:7](=[O:8])[N:6]([CH3:9])[CH:5]=[C:4]([C:10]2[C:11]([CH3:28])=[C:12]([NH:16][C:17]([C:19]3[S:23][C:22]4[CH2:24][CH2:25][CH2:26][CH2:27][C:21]=4[CH:20]=3)=[O:18])[CH:13]=[CH:14][CH:15]=2)[CH:3]=1.Cl[C:30]1[N:35]=[CH:34][C:33]([CH:36]2[N:41]([CH3:42])[CH2:40][CH2:39][N:38]([CH3:43])[C:37]2=[O:44])=[CH:32][CH:31]=1.CC1(C)C2C=CC=C(P(C3C=CC=CC=3)C3C=CC=CC=3)C=2OC2C1=CC=CC=2P(C1C=CC=CC=1)C1C=CC=CC=1.C([O-])([O-])=O.[Cs+].[Cs+]. The catalyst is O1CCOCC1.C1C=CC(/C=C/C(/C=C/C2C=CC=CC=2)=O)=CC=1.C1C=CC(/C=C/C(/C=C/C2C=CC=CC=2)=O)=CC=1.C1C=CC(/C=C/C(/C=C/C2C=CC=CC=2)=O)=CC=1.[Pd].[Pd]. The product is [CH3:42][N:41]1[CH2:40][CH2:39][N:38]([CH3:43])[C:37](=[O:44])[CH:36]1[C:33]1[CH:32]=[CH:31][C:30]([NH:1][C:2]2[C:7](=[O:8])[N:6]([CH3:9])[CH:5]=[C:4]([C:10]3[C:11]([CH3:28])=[C:12]([NH:16][C:17]([C:19]4[S:23][C:22]5[CH2:24][CH2:25][CH2:26][CH2:27][C:21]=5[CH:20]=4)=[O:18])[CH:13]=[CH:14][CH:15]=3)[CH:3]=2)=[N:35][CH:34]=1. The yield is 0.340. (8) The reactants are [F:1][C:2]1[CH:10]=[C:9]2[C:5]([C:6](I)=[CH:7][N:8]2[S:11]([C:14]2[CH:19]=[CH:18][CH:17]=[CH:16][CH:15]=2)(=[O:13])=[O:12])=[CH:4][CH:3]=1.CC1(C)C(C)(C)OB([C:29]2[CH:30]=[C:31]([NH2:36])[C:32]([NH2:35])=[N:33][CH:34]=2)O1. No catalyst specified. The product is [F:1][C:2]1[CH:10]=[C:9]2[C:5]([C:6]([C:29]3[CH:30]=[C:31]([NH2:36])[C:32]([NH2:35])=[N:33][CH:34]=3)=[CH:7][N:8]2[S:11]([C:14]2[CH:19]=[CH:18][CH:17]=[CH:16][CH:15]=2)(=[O:13])=[O:12])=[CH:4][CH:3]=1. The yield is 0.480. (9) The reactants are [CH3:1][O:2][C:3](=[O:16])[CH:4]([N:6]1[C:14]2[CH:13]=[CH:12][N:11]=[CH:10][C:9]=2[C:8]([I:15])=[CH:7]1)[CH3:5].CI.[CH3:19]C(C)([O-])C.[K+]. The catalyst is C1COCC1. The product is [I:15][C:8]1[C:9]2[CH:10]=[N:11][CH:12]=[CH:13][C:14]=2[N:6]([C:4]([CH3:19])([CH3:5])[C:3]([O:2][CH3:1])=[O:16])[CH:7]=1. The yield is 0.370. (10) The reactants are Cl[C:2]1[N:7]2[N:8]=[C:9]([C:23]3[CH:28]=[CH:27][C:26]([O:29][CH3:30])=[CH:25][CH:24]=3)[C:10]([C:11]3[CH:16]=[CH:15][N:14]=[C:13]([NH:17][CH:18]4[CH2:22][CH2:21][CH2:20][CH2:19]4)[N:12]=3)=[C:6]2[CH:5]=[CH:4][CH:3]=1.C(=O)([O-])[O-].[Cs+].[Cs+].[CH:37]1([NH2:40])[CH2:39][CH2:38]1. The catalyst is C1(C)C=CC=CC=1.C([O-])(=O)C.[Pd+2].C([O-])(=O)C.C1C=CC(P(C2C(C3C(P(C4C=CC=CC=4)C4C=CC=CC=4)=CC=C4C=3C=CC=C4)=C3C(C=CC=C3)=CC=2)C2C=CC=CC=2)=CC=1. The product is [CH:18]1([NH:17][C:13]2[N:12]=[C:11]([C:10]3[C:9]([C:23]4[CH:24]=[CH:25][C:26]([O:29][CH3:30])=[CH:27][CH:28]=4)=[N:8][N:7]4[C:2]([NH:40][CH:37]5[CH2:39][CH2:38]5)=[CH:3][CH:4]=[CH:5][C:6]=34)[CH:16]=[CH:15][N:14]=2)[CH2:22][CH2:21][CH2:20][CH2:19]1. The yield is 0.730.